Dataset: Forward reaction prediction with 1.9M reactions from USPTO patents (1976-2016). Task: Predict the product of the given reaction. (1) Given the reactants [NH2:1][C:2]1[C:3]2[C:10]([C:11]3[CH:17]=[CH:16][C:14]([NH2:15])=[CH:13][CH:12]=3)=[CH:9][N:8]([CH:18]3[CH2:22][CH2:21][CH2:20][CH2:19]3)[C:4]=2[N:5]=[CH:6][N:7]=1.[F:23][C:24]1[CH:29]=[CH:28][C:27]([N:30]2[CH:35]=[CH:34][C:33]([I:36])=[C:32]([C:37](O)=[O:38])[C:31]2=[O:40])=[CH:26][CH:25]=1, predict the reaction product. The product is: [NH2:1][C:2]1[C:3]2[C:10]([C:11]3[CH:17]=[CH:16][C:14]([NH:15][C:37]([C:32]4[C:31](=[O:40])[N:30]([C:27]5[CH:28]=[CH:29][C:24]([F:23])=[CH:25][CH:26]=5)[CH:35]=[CH:34][C:33]=4[I:36])=[O:38])=[CH:13][CH:12]=3)=[CH:9][N:8]([CH:18]3[CH2:22][CH2:21][CH2:20][CH2:19]3)[C:4]=2[N:5]=[CH:6][N:7]=1. (2) Given the reactants ClCCCO[C:6]1[CH:14]=[CH:13][C:12]2[N:11]3[CH2:15][CH2:16][NH:17][C:18](=[O:19])[C:10]3=[CH:9][C:8]=2[CH:7]=1.[CH3:20][C@@H:21]1[CH2:25][CH2:24][CH2:23][NH:22]1, predict the reaction product. The product is: [CH3:20][C@@H:21]1[CH2:25][CH2:24][CH2:23][N:22]1[CH2:9][CH2:10][CH2:18][O:19][N:17]1[CH2:16][CH2:15][N:11]2[C:12]3[CH:13]=[CH:14][CH:6]=[CH:7][C:8]=3[CH:9]=[C:10]2[C:18]1=[O:19]. (3) Given the reactants [H-].[Na+].[Br:3][C:4]1[CH:12]=[CH:11][CH:10]=[C:9]2[C:5]=1[CH:6]=[CH:7][NH:8]2.Br[CH2:14][CH2:15][O:16][Si:17]([C:20]([CH3:23])([CH3:22])[CH3:21])([CH3:19])[CH3:18].[CH3:24]N(C)C=O, predict the reaction product. The product is: [Br:3][C:4]1[CH:12]=[CH:11][CH:10]=[C:9]2[C:5]=1[CH:6]=[CH:7][N:8]2[CH2:24][CH2:14][CH2:15][O:16][Si:17]([C:20]([CH3:23])([CH3:22])[CH3:21])([CH3:19])[CH3:18]. (4) Given the reactants [F:1][C:2]1[CH:29]=[C:28]([F:30])[CH:27]=[CH:26][C:3]=1[O:4][C:5]1[CH:10]=[CH:9][C:8]([S:11](=[O:14])(=[O:13])[NH2:12])=[CH:7][C:6]=1[C:15]1[NH:19][C:18]([CH3:20])=[C:17]([C:21]([O:23]CC)=[O:22])[CH:16]=1.[OH-].[Li+].C(O)C.O1CCOCC1, predict the reaction product. The product is: [F:1][C:2]1[CH:29]=[C:28]([F:30])[CH:27]=[CH:26][C:3]=1[O:4][C:5]1[CH:10]=[CH:9][C:8]([S:11](=[O:14])(=[O:13])[NH2:12])=[CH:7][C:6]=1[C:15]1[NH:19][C:18]([CH3:20])=[C:17]([C:21]([OH:23])=[O:22])[CH:16]=1. (5) Given the reactants [N:1]1([CH2:6][CH2:7][CH2:8][N:9]2[CH2:14][CH2:13][S:12][C:11]3[CH:15]=[C:16]([NH2:19])[CH:17]=[CH:18][C:10]2=3)[CH2:5][CH2:4][CH2:3][CH2:2]1.I.[S:21]1[CH:25]=[CH:24][CH:23]=[C:22]1[C:26](SC)=[NH:27], predict the reaction product. The product is: [N:1]1([CH2:6][CH2:7][CH2:8][N:9]2[CH2:14][CH2:13][S:12][C:11]3[CH:15]=[C:16]([NH:19][C:26]([C:22]4[S:21][CH:25]=[CH:24][CH:23]=4)=[NH:27])[CH:17]=[CH:18][C:10]2=3)[CH2:5][CH2:4][CH2:3][CH2:2]1. (6) Given the reactants ClC1C2C=C(F)C=CC=2SC=1C(Cl)=O.[Cl:15][C:16]1[C:17]2[CH:27]=[CH:26][CH:25]=[C:24]([F:28])[C:18]=2[S:19][C:20]=1[C:21](Cl)=[O:22].[H-].[Al+3].[Li+].[H-].[H-].[H-], predict the reaction product. The product is: [Cl:15][C:16]1[C:17]2[CH:27]=[CH:26][CH:25]=[C:24]([F:28])[C:18]=2[S:19][C:20]=1[CH2:21][OH:22]. (7) Given the reactants ClC(Cl)(O[C:5](=[O:11])OC(Cl)(Cl)Cl)Cl.[N:13]1([S:19]([C:22]2[CH:28]=[CH:27][C:25]([NH2:26])=[CH:24][CH:23]=2)(=[O:21])=[O:20])[CH2:18][CH2:17][CH2:16][CH2:15][CH2:14]1.Cl.[NH2:30][CH2:31][C:32]1[CH:33]=[CH:34][C:35]([C:38]#[N:39])=[N:36][CH:37]=1, predict the reaction product. The product is: [C:38]([C:35]1[N:36]=[CH:37][C:32]([CH2:31][NH:30][C:5]([NH:26][C:25]2[CH:27]=[CH:28][C:22]([S:19]([N:13]3[CH2:14][CH2:15][CH2:16][CH2:17][CH2:18]3)(=[O:21])=[O:20])=[CH:23][CH:24]=2)=[O:11])=[CH:33][CH:34]=1)#[N:39].